This data is from NCI-60 drug combinations with 297,098 pairs across 59 cell lines. The task is: Regression. Given two drug SMILES strings and cell line genomic features, predict the synergy score measuring deviation from expected non-interaction effect. (1) Drug 1: CNC(=O)C1=CC=CC=C1SC2=CC3=C(C=C2)C(=NN3)C=CC4=CC=CC=N4. Drug 2: CC1=CC=C(C=C1)C2=CC(=NN2C3=CC=C(C=C3)S(=O)(=O)N)C(F)(F)F. Cell line: HL-60(TB). Synergy scores: CSS=3.47, Synergy_ZIP=-2.40, Synergy_Bliss=-7.70, Synergy_Loewe=-13.7, Synergy_HSA=-7.77. (2) Drug 1: C1=CC(=CC=C1CC(C(=O)O)N)N(CCCl)CCCl.Cl. Drug 2: C1=NNC2=C1C(=O)NC=N2. Cell line: OVCAR-8. Synergy scores: CSS=6.49, Synergy_ZIP=-4.50, Synergy_Bliss=-3.10, Synergy_Loewe=-9.34, Synergy_HSA=-5.54.